From a dataset of Reaction yield outcomes from USPTO patents with 853,638 reactions. Predict the reaction yield, written as a fraction of the theoretical maximum amount of product (1.0 means a 100% yield; for example, 0.34 means a 34% yield). (1) The reactants are [CH3:1][C@@:2]([O:7][CH2:8][CH2:9][CH2:10][CH:11]=[CH2:12])([CH:5]=[CH2:6])[CH2:3][OH:4].[C:13](Cl)(=[O:20])[C:14]1[CH:19]=[CH:18][CH:17]=[CH:16][CH:15]=1. The catalyst is C(Cl)Cl. The product is [C:13]([O:4][CH2:3][C@:2]([CH3:1])([O:7][CH2:8][CH2:9][CH2:10][CH:11]=[CH2:12])[CH:5]=[CH2:6])(=[O:20])[C:14]1[CH:19]=[CH:18][CH:17]=[CH:16][CH:15]=1. The yield is 0.310. (2) The reactants are C(O[CH:5]1[C:14]2[C:9](=[CH:10][C:11]([O:15][CH3:16])=[CH:12][CH:13]=2)[CH:8]([CH2:17][CH2:18][NH:19][C:20](=[O:22])[CH3:21])[CH2:7][CH2:6]1)(=O)C.[OH-].[Na+].Cl. The catalyst is CO.O. The product is [CH3:16][O:15][C:11]1[CH:10]=[C:9]2[C:14]([CH:5]=[CH:6][CH2:7][CH:8]2[CH2:17][CH2:18][NH:19][C:20](=[O:22])[CH3:21])=[CH:13][CH:12]=1. The yield is 0.610. (3) The reactants are C(Br)C1C=CC=CC=1.[F:9][C:10]([F:20])([F:19])[C:11]1[CH:18]=[CH:17][C:14]([CH2:15]Br)=[CH:13][CH:12]=1.[CH3:21][C:22]1[N:23]=[C:24]([N:32]2[CH2:36][CH2:35][NH:34][C:33]2=[O:37])[S:25][C:26]=1[C:27]([O:29][CH2:30][CH3:31])=[O:28]. No catalyst specified. The product is [CH3:21][C:22]1[N:23]=[C:24]([N:32]2[CH2:36][CH2:35][N:34]([CH2:15][C:14]3[CH:17]=[CH:18][C:11]([C:10]([F:20])([F:19])[F:9])=[CH:12][CH:13]=3)[C:33]2=[O:37])[S:25][C:26]=1[C:27]([O:29][CH2:30][CH3:31])=[O:28]. The yield is 0.920. (4) The reactants are [CH2:1]([C:3]1([CH3:9])[CH2:8][CH2:7][NH:6][CH2:5][CH2:4]1)[CH3:2].CCN(C(C)C)C(C)C.[Br:19][C:20]1[C:21](Cl)=[C:22]([C:28](=[O:35])[C:29]([O:31][CH:32]([CH3:34])[CH3:33])=[O:30])[C:23]([CH3:27])=[N:24][C:25]=1[CH3:26]. The catalyst is CC#N.CCOCC. The product is [Br:19][C:20]1[C:21]([N:6]2[CH2:7][CH2:8][C:3]([CH2:1][CH3:2])([CH3:9])[CH2:4][CH2:5]2)=[C:22]([C:28](=[O:35])[C:29]([O:31][CH:32]([CH3:33])[CH3:34])=[O:30])[C:23]([CH3:27])=[N:24][C:25]=1[CH3:26]. The yield is 0.990. (5) The reactants are BrC1C=CC(O)=C([C:8]2[CH:17]=[CH:16][C:15]3[C:10](=[CH:11][CH:12]=[C:13]([C:18]4[N:22]([CH:23]5[CH2:28][CH2:27][CH2:26][CH2:25][CH2:24]5)[C:21]5[CH:29]=[CH:30][C:31]([C:33]([OH:35])=[O:34])=[CH:32][C:20]=5[N:19]=4)[CH:14]=3)[N:9]=2)C=1.C([O:39][C:40]([C:42]1C=CC2N(C3CCCCC3)C(C3C=CC(N)=C(C=O)C=3)=NC=2[CH:43]=1)=O)C.OCCCC(=O)C.[OH-].[K+]. The catalyst is C(O)C. The product is [CH:23]1([N:22]2[C:21]3[CH:29]=[CH:30][C:31]([C:33]([OH:35])=[O:34])=[CH:32][C:20]=3[N:19]=[C:18]2[C:13]2[CH:14]=[C:15]3[C:10](=[CH:11][CH:12]=2)[N:9]=[C:8]([CH2:43][CH2:42][CH2:40][OH:39])[CH:17]=[CH:16]3)[CH2:28][CH2:27][CH2:26][CH2:25][CH2:24]1. The yield is 0.900. (6) The reactants are [CH2:1]([N:8]1[CH2:13][CH2:12][C:11](=[N:14][NH:15][C:16](=[S:18])[NH2:17])[CH2:10][CH2:9]1)[C:2]1[CH:7]=[CH:6][CH:5]=[CH:4][CH:3]=1.Br[CH2:20][C:21]([C:23]1[CH:28]=[CH:27][CH:26]=[C:25]([Cl:29])[CH:24]=1)=O. The catalyst is C1COCC1. The product is [CH2:1]([N:8]1[CH2:13][CH2:12][C:11](=[N:14][NH:15][C:16]2[S:18][CH:20]=[C:21]([C:23]3[CH:28]=[CH:27][CH:26]=[C:25]([Cl:29])[CH:24]=3)[N:17]=2)[CH2:10][CH2:9]1)[C:2]1[CH:3]=[CH:4][CH:5]=[CH:6][CH:7]=1. The yield is 0.690. (7) The reactants are [Br:1][C:2]1[CH:3]=[C:4]([S:8]([NH2:11])(=[O:10])=[O:9])[CH:5]=[CH:6][CH:7]=1.[C:12](OC(=O)C)(=[O:14])[CH3:13]. The catalyst is N1C=CC=CC=1.CN(C1C=CN=CC=1)C.C(OCC)(=O)C. The product is [Br:1][C:2]1[CH:3]=[C:4]([S:8]([NH:11][C:12](=[O:14])[CH3:13])(=[O:9])=[O:10])[CH:5]=[CH:6][CH:7]=1. The yield is 0.510. (8) The reactants are [Br:1][C:2]1[CH:3]=[C:4]([CH:12](O)[CH3:13])[C:5]([OH:11])=[C:6]([CH:10]=1)[C:7]([OH:9])=[O:8].C([SiH](CC)CC)C. The catalyst is FC(F)(F)C(O)=O. The product is [Br:1][C:2]1[CH:3]=[C:4]([CH2:12][CH3:13])[C:5]([OH:11])=[C:6]([CH:10]=1)[C:7]([OH:9])=[O:8]. The yield is 0.620. (9) The reactants are C(Cl)CCl.[NH2:5][C:6]1[N:11]=[CH:10][C:9]([CH:12]=[CH:13][C:14]([OH:16])=O)=[CH:8][CH:7]=1.[CH3:17][NH:18][CH2:19][C:20]1[NH:21][C:22]2[C:27]([CH:28]=1)=[CH:26][CH:25]=[CH:24][CH:23]=2.C1C=CC2N(O)N=NC=2C=1.O.C(N(C(C)C)CC)(C)C. The catalyst is CN(C=O)C. The product is [NH2:5][C:6]1[N:11]=[CH:10][C:9](/[CH:12]=[CH:13]/[C:14]([N:18]([CH2:19][C:20]2[NH:21][C:22]3[C:27]([CH:28]=2)=[CH:26][CH:25]=[CH:24][CH:23]=3)[CH3:17])=[O:16])=[CH:8][CH:7]=1. The yield is 0.680. (10) The reactants are Br[C:2]1[CH:3]=[C:4]([CH3:12])[C:5]([F:11])=[C:6]([CH:10]=1)[C:7]([OH:9])=[O:8].[F:13][C:14]1[CH:15]=[C:16](B(O)O)[CH:17]=[CH:18][CH:19]=1.O1CCOCC1.C([O-])([O-])=O.[K+].[K+]. The catalyst is CCO.C1C=CC([P]([Pd]([P](C2C=CC=CC=2)(C2C=CC=CC=2)C2C=CC=CC=2)([P](C2C=CC=CC=2)(C2C=CC=CC=2)C2C=CC=CC=2)[P](C2C=CC=CC=2)(C2C=CC=CC=2)C2C=CC=CC=2)(C2C=CC=CC=2)C2C=CC=CC=2)=CC=1.O. The product is [F:11][C:5]1[C:4]([CH3:12])=[CH:3][C:2]([C:18]2[CH:17]=[CH:16][CH:15]=[C:14]([F:13])[CH:19]=2)=[CH:10][C:6]=1[C:7]([OH:9])=[O:8]. The yield is 0.730.